Task: Predict the reactants needed to synthesize the given product.. Dataset: Full USPTO retrosynthesis dataset with 1.9M reactions from patents (1976-2016) (1) Given the product [CH:20]1([CH2:23][NH:24][C:8](=[O:9])[C:7]2[CH:11]=[CH:12][C:4]([N+:1]([O-:3])=[O:2])=[CH:5][CH:6]=2)[CH2:22][CH2:21]1, predict the reactants needed to synthesize it. The reactants are: [N+:1]([C:4]1[CH:12]=[CH:11][C:7]([C:8](Cl)=[O:9])=[CH:6][CH:5]=1)([O-:3])=[O:2].C(N(CC)CC)C.[CH:20]1([CH2:23][NH2:24])[CH2:22][CH2:21]1. (2) Given the product [CH:1]1([CH2:4][O:5][C:6]2[C:11]([O:12][CH3:13])=[CH:10][CH:9]=[CH:8][C:7]=2/[CH:14]=[CH:15]/[C:16]2[N:17]=[C:18]3[S:25][CH:24]=[C:23]([CH3:26])[N:19]3[C:20](=[O:22])[C:21]=2[I:27])[CH2:3][CH2:2]1, predict the reactants needed to synthesize it. The reactants are: [CH:1]1([CH2:4][O:5][C:6]2[C:11]([O:12][CH3:13])=[CH:10][CH:9]=[CH:8][C:7]=2/[CH:14]=[CH:15]/[C:16]2[N:17]=[C:18]3[S:25][CH:24]=[C:23]([CH3:26])[N:19]3[C:20](=[O:22])[CH:21]=2)[CH2:3][CH2:2]1.[I:27]N1C(=O)CCC1=O. (3) Given the product [C:2]([N:5]([CH2:37][C:38]1[CH:39]=[C:40]([C:48]([F:51])([F:50])[F:49])[CH:41]=[C:42]([C:44]([F:47])([F:45])[F:46])[CH:43]=1)[CH:6]1[CH2:12][CH2:11][CH2:10][N:9]([C:13]([O:15][CH:16]([CH3:18])[CH3:17])=[O:14])[C:8]2[CH:19]=[CH:20][C:21]([NH2:23])=[CH:22][C:7]1=2)(=[O:4])[CH3:3], predict the reactants needed to synthesize it. The reactants are: Cl.[C:2]([N:5]([CH2:37][C:38]1[CH:43]=[C:42]([C:44]([F:47])([F:46])[F:45])[CH:41]=[C:40]([C:48]([F:51])([F:50])[F:49])[CH:39]=1)[CH:6]1[CH2:12][CH2:11][CH2:10][N:9]([C:13]([O:15][CH:16]([CH3:18])[CH3:17])=[O:14])[C:8]2[CH:19]=[CH:20][C:21]([N:23]=C(C3C=CC=CC=3)C3C=CC=CC=3)=[CH:22][C:7]1=2)(=[O:4])[CH3:3].